Dataset: Full USPTO retrosynthesis dataset with 1.9M reactions from patents (1976-2016). Task: Predict the reactants needed to synthesize the given product. (1) Given the product [ClH:1].[O:8]1[CH2:13][CH2:12][CH2:11][CH2:10][CH:9]1[O:2][C@H:3]([CH3:7])[C:4](=[NH:5])[NH2:6], predict the reactants needed to synthesize it. The reactants are: [ClH:1].[OH:2][C@H:3]([CH3:7])[C:4](=[NH:6])[NH2:5].[O:8]1[CH:13]=[CH:12][CH2:11][CH2:10][CH2:9]1.C(OC(C)C)(C)C. (2) The reactants are: [F:1][C:2]([F:7])([F:6])[C:3]([OH:5])=[O:4].FC(F)(F)C(O)=O.[Cl:15][C:16]1[CH:17]=[N:18][C:19]2[NH:20][C:21]3[CH:22]=[CH:23][CH:24]=[C:25]([CH:46]=3)[CH2:26][CH2:27][C:28]3[CH:36]=[C:32]([NH:33][C:34]=1[N:35]=2)[CH:31]=[CH:30][C:29]=3[NH:37][C:38]([CH:40]1[CH2:45][CH2:44][CH2:43][NH:42][CH2:41]1)=[O:39].[C:47](Cl)(=[O:54])[C:48]1[CH:53]=[CH:52][CH:51]=[CH:50][CH:49]=1. Given the product [F:1][C:2]([F:7])([F:6])[C:3]([OH:5])=[O:4].[C:47]([N:42]1[CH2:43][CH2:44][CH2:45][CH:40]([C:38]([NH:37][C:29]2[CH:30]=[CH:31][C:32]3[NH:33][C:34]4[N:35]=[C:19]([NH:20][C:21]5[CH:22]=[CH:23][CH:24]=[C:25]([CH:46]=5)[CH2:26][CH2:27][C:28]=2[CH:36]=3)[N:18]=[CH:17][C:16]=4[Cl:15])=[O:39])[CH2:41]1)(=[O:54])[C:48]1[CH:53]=[CH:52][CH:51]=[CH:50][CH:49]=1, predict the reactants needed to synthesize it. (3) Given the product [F:1][C:2]1[CH:18]=[CH:17][CH:16]=[CH:15][C:3]=1[CH2:4][C:5]1[S:9][C:8]([CH:10]=[O:11])=[CH:7][CH:6]=1, predict the reactants needed to synthesize it. The reactants are: [F:1][C:2]1[CH:18]=[CH:17][CH:16]=[CH:15][C:3]=1[CH2:4][C:5]1[S:9][C:8]([CH:10]2OCC[O:11]2)=[CH:7][CH:6]=1.C(=O)(O)[O-].[Na+]. (4) Given the product [C:26]([N:23]1[CH2:24][CH2:25][N:20]([C:17]2[CH:18]=[CH:19][C:14]([NH:13][C:10]3[N:11]=[CH:12][C:7]4[CH:6]=[C:5]([CH:4]=[O:3])[N:29]([CH:30]([CH2:31][CH3:32])[CH2:33][CH3:34])[C:8]=4[N:9]=3)=[CH:15][CH:16]=2)[CH2:21][CH2:22]1)(=[O:28])[CH3:27], predict the reactants needed to synthesize it. The reactants are: C([O:3][CH:4](OCC)[C:5]1[N:29]([CH:30]([CH2:33][CH3:34])[CH2:31][CH3:32])[C:8]2[N:9]=[C:10]([NH:13][C:14]3[CH:19]=[CH:18][C:17]([N:20]4[CH2:25][CH2:24][N:23]([C:26](=[O:28])[CH3:27])[CH2:22][CH2:21]4)=[CH:16][CH:15]=3)[N:11]=[CH:12][C:7]=2[CH:6]=1)C.Cl.[OH-].[Na+].C([O-])(O)=O.[Na+]. (5) Given the product [C:10]([N:9]1[CH:8]([C:20]#[N:23])[CH2:7][N:6]2[C:2]([Br:1])=[C:3]([C:13]3[CH:18]=[CH:17][CH:16]=[C:15]([CH3:19])[N:14]=3)[N:4]=[C:5]12)(=[O:12])[CH3:11], predict the reactants needed to synthesize it. The reactants are: [Br:1][C:2]1[N:6]2[CH2:7][CH2:8][N:9]([C:10](=[O:12])[CH3:11])[C:5]2=[N:4][C:3]=1[C:13]1[CH:18]=[CH:17][CH:16]=[C:15]([CH3:19])[N:14]=1.[C:20]([N:23]1C(C#N)CN2C=C(C3C=CC=C(C)N=3)N=C12)(=O)C.CC1N=C(C2N=C3N(C(=O)C)CCN3C=2)C=CC=1. (6) The reactants are: O[CH:2]([C:4]1[CH:9]=[CH:8][C:7]([CH2:10][NH:11][C:12](=[O:14])[CH3:13])=[CH:6][CH:5]=1)[CH3:3].S(Cl)([Cl:17])=O.C(=O)([O-])O.[Na+]. Given the product [Cl:17][CH:2]([C:4]1[CH:9]=[CH:8][C:7]([CH2:10][NH:11][C:12](=[O:14])[CH3:13])=[CH:6][CH:5]=1)[CH3:3], predict the reactants needed to synthesize it. (7) Given the product [Br:1][C:2]1[CH:7]=[CH:6][C:5]([CH:8]([CH3:27])[C:9]([C:11]2[CH:12]=[C:13]([F:23])[C:14]3[O:19][CH2:18][C:17](=[O:20])[N:16]([CH3:21])[C:15]=3[CH:22]=2)=[O:10])=[C:4]([Cl:24])[CH:3]=1, predict the reactants needed to synthesize it. The reactants are: [Br:1][C:2]1[CH:7]=[CH:6][C:5]([CH2:8][C:9]([C:11]2[CH:12]=[C:13]([F:23])[C:14]3[O:19][CH2:18][C:17](=[O:20])[N:16]([CH3:21])[C:15]=3[CH:22]=2)=[O:10])=[C:4]([Cl:24])[CH:3]=1.[H-].[Na+].[CH3:27]I.